Task: Predict the reactants needed to synthesize the given product.. Dataset: Full USPTO retrosynthesis dataset with 1.9M reactions from patents (1976-2016) Given the product [C:16]([O:15][C:13]([N:10]1[CH2:11][CH2:12][CH:7]([OH:6])[CH:8]([C:20]([OH:22])=[O:21])[CH2:9]1)=[O:14])([CH3:19])([CH3:17])[CH3:18], predict the reactants needed to synthesize it. The reactants are: O1CCCC1.[OH:6][CH:7]1[CH2:12][CH2:11][N:10]([C:13]([O:15][C:16]([CH3:19])([CH3:18])[CH3:17])=[O:14])[CH2:9][CH:8]1[C:20]([O:22]C)=[O:21].[OH-].[Li+].Cl.